Dataset: Reaction yield outcomes from USPTO patents with 853,638 reactions. Task: Predict the reaction yield, written as a fraction of the theoretical maximum amount of product (1.0 means a 100% yield; for example, 0.34 means a 34% yield). (1) The reactants are I[C:2]1[CH:3]=[C:4]([O:21][C:22]([F:25])([F:24])[F:23])[CH:5]=[C:6]2[C:11]=1[O:10][CH:9]([C:12]([F:15])([F:14])[F:13])[C:8]([C:16]([O:18][CH2:19][CH3:20])=[O:17])=[CH:7]2.[N:26]1[CH:31]=[CH:30][C:29]([C:32]#[CH:33])=[CH:28][CH:27]=1. The catalyst is C1(C)C=CC=CC=1.[Cu]I.C1C=CC(P(C2C=CC=CC=2)[C-]2C=CC=C2)=CC=1.C1C=CC(P(C2C=CC=CC=2)[C-]2C=CC=C2)=CC=1.Cl[Pd]Cl.[Fe+2].C(Cl)Cl. The product is [N:26]1[CH:31]=[CH:30][C:29]([C:32]#[C:33][C:2]2[CH:3]=[C:4]([O:21][C:22]([F:24])([F:23])[F:25])[CH:5]=[C:6]3[C:11]=2[O:10][CH:9]([C:12]([F:14])([F:15])[F:13])[C:8]([C:16]([O:18][CH2:19][CH3:20])=[O:17])=[CH:7]3)=[CH:28][CH:27]=1. The yield is 0.360. (2) The reactants are [CH:1]1[N:5]=[CH:4][N:3]([CH2:6][C:7]([P:13]([OH:16])([OH:15])=[O:14])([P:9]([OH:12])([OH:11])=[O:10])[OH:8])[CH:2]=1.CN(C=O)C.[OH-].[Na+:23].O. The catalyst is CO. The product is [CH:1]1[N:5]=[CH:4][N:3]([CH2:6][C:7]([P:9]([O-:12])([O-:11])=[O:10])([P:13]([O-:15])([OH:16])=[O:14])[OH:8])[CH:2]=1.[Na+:23].[Na+:23].[Na+:23]. The yield is 0.840.